Dataset: Forward reaction prediction with 1.9M reactions from USPTO patents (1976-2016). Task: Predict the product of the given reaction. (1) The product is: [Cl:1][C:2]1[CH:6]=[N:5][N:4]([CH3:7])[C:3]=1[C:8]1[CH:9]=[C:10]([NH:16][C:27]([NH:26][C:21]2[CH:22]=[CH:23][CH:24]=[CH:25][C:20]=2[O:19][C:18]([F:17])([F:29])[F:30])=[O:28])[CH:11]=[CH:12][C:13]=1[O:14][CH3:15]. Given the reactants [Cl:1][C:2]1[CH:6]=[N:5][N:4]([CH3:7])[C:3]=1[C:8]1[CH:9]=[C:10]([NH2:16])[CH:11]=[CH:12][C:13]=1[O:14][CH3:15].[F:17][C:18]([F:30])([F:29])[O:19][C:20]1[CH:25]=[CH:24][CH:23]=[CH:22][C:21]=1[N:26]=[C:27]=[O:28], predict the reaction product. (2) Given the reactants C(OC([N:8]([CH2:41][C:42]([O:44]C(C)(C)C)=[O:43])[C:9]1[CH:14]=[CH:13][CH:12]=[C:11]([CH:15]([CH2:26][C:27]2[CH:32]=[CH:31][C:30]([C:33]([CH3:39])([CH3:38])[CH2:34][CH2:35][CH2:36][CH3:37])=[CH:29][C:28]=2[F:40])[NH:16][S:17]([C:20]2[CH:25]=[CH:24][CH:23]=[CH:22][N:21]=2)(=[O:19])=[O:18])[N:10]=1)=O)(C)(C)C.Cl.O1CCOCC1, predict the reaction product. The product is: [F:40][C:28]1[CH:29]=[C:30]([C:33]([CH3:38])([CH3:39])[CH2:34][CH2:35][CH2:36][CH3:37])[CH:31]=[CH:32][C:27]=1[CH2:26][CH:15]([NH:16][S:17]([C:20]1[CH:25]=[CH:24][CH:23]=[CH:22][N:21]=1)(=[O:18])=[O:19])[C:11]1[N:10]=[C:9]([NH:8][CH2:41][C:42]([OH:44])=[O:43])[CH:14]=[CH:13][CH:12]=1.